Predict which catalyst facilitates the given reaction. From a dataset of Catalyst prediction with 721,799 reactions and 888 catalyst types from USPTO. (1) Reactant: [F:1][C:2]1[CH:27]=[CH:26][CH:25]=[C:24]([F:28])[C:3]=1[C:4]([NH:6][C:7](=[O:23])[N:8]([CH2:21][CH3:22])[C:9]1[CH:14]=[CH:13][C:12]([S:15][C:16]([F:19])([F:18])[F:17])=[CH:11][C:10]=1[F:20])=[O:5].[H-].[Na+].[CH3:31]I.[Cl-].[NH4+]. Product: [F:1][C:2]1[CH:27]=[CH:26][CH:25]=[C:24]([F:28])[C:3]=1[C:4]([N:6]([CH3:31])[C:7]([N:8]([CH2:21][CH3:22])[C:9]1[CH:14]=[CH:13][C:12]([S:15][C:16]([F:19])([F:18])[F:17])=[CH:11][C:10]=1[F:20])=[O:23])=[O:5]. The catalyst class is: 264. (2) Reactant: [NH2:1][C:2]1[CH:7]=[CH:6][C:5]([NH:8]CC2C=CC(OC)=CC=2)=[C:4]([O:18][CH3:19])[CH:3]=1.[F:20][C:21]([F:31])([F:30])[C:22](=O)[CH2:23][C:24]([O:26]CC)=O.OS(O)(=O)=O. Product: [NH2:8][C:5]1[CH:6]=[C:7]2[C:2](=[CH:3][C:4]=1[O:18][CH3:19])[NH:1][C:24](=[O:26])[CH:23]=[C:22]2[C:21]([F:20])([F:30])[F:31]. The catalyst class is: 48. (3) Reactant: [Cl:1][C:2]1[CH:10]=[CH:9][C:5]([C:6](O)=[O:7])=[C:4]([CH2:11][N:12]2[N:16]=[N:15][C:14]([CH3:17])=[N:13]2)[CH:3]=1.O1CCCC1.B. Product: [Cl:1][C:2]1[CH:10]=[CH:9][C:5]([CH2:6][OH:7])=[C:4]([CH2:11][N:12]2[N:16]=[N:15][C:14]([CH3:17])=[N:13]2)[CH:3]=1. The catalyst class is: 1. (4) Reactant: [CH3:1][C:2]1[O:6][N:5]=[C:4]([C:7]2[CH:12]=[CH:11][CH:10]=[CH:9][CH:8]=2)[C:3]=1[C:13](=O)[CH3:14].[CH3:16]OC(OC)N(C)C.[Na+].[Cl-].Cl.[NH2:27][C:28]([NH2:30])=[NH:29].C[O-].[Na+]. Product: [CH3:1][C:2]1[O:6][N:5]=[C:4]([C:7]2[CH:12]=[CH:11][CH:10]=[CH:9][CH:8]=2)[C:3]=1[C:13]1[CH:14]=[CH:16][N:27]=[C:28]([NH2:30])[N:29]=1. The catalyst class is: 125. (5) Reactant: [OH:1][CH:2]1[CH2:11][CH2:10][CH:9]2[CH:4]([CH2:5][CH:6]([C:16]([O-:18])=[O:17])[N:7]([C:12]([O:14][CH3:15])=[O:13])[CH2:8]2)[CH2:3]1.C(N([CH2:24][CH3:25])CC)C.[CH3:26][S:27](Cl)(=[O:29])=[O:28].[Cl-].[NH4+]. Product: [CH3:26][S:27]([O:1][C@@H:2]1[CH2:11][CH2:10][C@@H:9]2[C@H:4]([CH2:5][C@@H:6]([C:16]([O:18][CH2:24][CH3:25])=[O:17])[N:7]([C:12]([O:14][CH3:15])=[O:13])[CH2:8]2)[CH2:3]1)(=[O:29])=[O:28]. The catalyst class is: 4.